This data is from CYP3A4 inhibition data for predicting drug metabolism from PubChem BioAssay. The task is: Regression/Classification. Given a drug SMILES string, predict its absorption, distribution, metabolism, or excretion properties. Task type varies by dataset: regression for continuous measurements (e.g., permeability, clearance, half-life) or binary classification for categorical outcomes (e.g., BBB penetration, CYP inhibition). Dataset: cyp3a4_veith. (1) The compound is CCN(C(=O)COc1cc(=O)n(C)c2ccccc12)c1cccc(Cl)c1. The result is 1 (inhibitor). (2) The molecule is CCOC(=O)N/N=C(/C)c1ccc([N+](=O)[O-])o1. The result is 0 (non-inhibitor). (3) The compound is Nc1ncnc2c1cnn2-c1ccccc1. The result is 0 (non-inhibitor).